From a dataset of Full USPTO retrosynthesis dataset with 1.9M reactions from patents (1976-2016). Predict the reactants needed to synthesize the given product. Given the product [Br:1][C:6]1[CH:7]=[CH:8][C:3]([N:9]2[CH2:14][CH2:13][O:12][CH2:11][CH2:10]2)=[CH:4][CH:5]=1, predict the reactants needed to synthesize it. The reactants are: [Br:1]Br.[C:3]1([N:9]2[CH2:14][CH2:13][O:12][CH2:11][CH2:10]2)[CH:8]=[CH:7][CH:6]=[CH:5][CH:4]=1.O.[OH-].[Na+].